Predict the product of the given reaction. From a dataset of Forward reaction prediction with 1.9M reactions from USPTO patents (1976-2016). (1) Given the reactants Br[CH2:2][CH2:3][CH2:4][CH2:5][CH2:6][CH2:7][O:8][CH2:9][CH2:10][CH2:11][CH2:12][C:13]1[CH:14]=[C:15]([NH:19][C:20]([NH:22][C:23]2[CH:28]=[CH:27][CH:26]=[CH:25][CH:24]=2)=[O:21])[CH:16]=[CH:17][CH:18]=1.[NH2:29][CH2:30][C@@H:31]([C:33]1[CH:44]=[CH:43][C:36]2[O:37][C:38]([CH3:42])([CH3:41])[O:39][CH2:40][C:35]=2[CH:34]=1)[OH:32], predict the reaction product. The product is: [CH3:41][C:38]1([CH3:42])[O:37][C:36]2[CH:43]=[CH:44][C:33]([C@@H:31]([OH:32])[CH2:30][NH:29][CH2:2][CH2:3][CH2:4][CH2:5][CH2:6][CH2:7][O:8][CH2:9][CH2:10][CH2:11][CH2:12][C:13]3[CH:14]=[C:15]([NH:19][C:20]([NH:22][C:23]4[CH:28]=[CH:27][CH:26]=[CH:25][CH:24]=4)=[O:21])[CH:16]=[CH:17][CH:18]=3)=[CH:34][C:35]=2[CH2:40][O:39]1. (2) The product is: [C:17]1([CH2:23][S:24]([O:1][C:2]2[CH:9]=[CH:8][C:5]([CH:6]=[O:7])=[CH:4][CH:3]=2)(=[O:26])=[O:25])[CH:22]=[CH:21][CH:20]=[CH:19][CH:18]=1. Given the reactants [OH:1][C:2]1[CH:9]=[CH:8][C:5]([CH:6]=[O:7])=[CH:4][CH:3]=1.C(N(CC)CC)C.[C:17]1([CH2:23][S:24](Cl)(=[O:26])=[O:25])[CH:22]=[CH:21][CH:20]=[CH:19][CH:18]=1, predict the reaction product. (3) Given the reactants [CH2:1]([O:3][C:4](=[O:19])[CH:5]([O:16][CH2:17][CH3:18])[CH2:6][C:7]1[CH:15]=[CH:14][CH:13]=[C:12]2[C:8]=1[CH:9]=[CH:10][NH:11]2)[CH3:2].Cl[CH2:21][C:22]1[N:23]=[C:24]([C:28]2[CH:33]=[CH:32][CH:31]=[CH:30][CH:29]=2)[O:25][C:26]=1[CH3:27].[H-].[Na+], predict the reaction product. The product is: [CH2:1]([O:3][C:4](=[O:19])[CH:5]([O:16][CH2:17][CH3:18])[CH2:6][C:7]1[CH:15]=[CH:14][CH:13]=[C:12]2[C:8]=1[CH:9]=[CH:10][N:11]2[CH2:21][C:22]1[N:23]=[C:24]([C:28]2[CH:33]=[CH:32][CH:31]=[CH:30][CH:29]=2)[O:25][C:26]=1[CH3:27])[CH3:2]. (4) The product is: [O:26]=[C:17]1[C:18]2[C:23](=[CH:22][CH:21]=[CH:20][CH:19]=2)[C:24](=[O:25])[N:16]1[CH2:15][CH2:14][CH2:13][CH:12]=[O:11]. Given the reactants CS(C)=O.C(Cl)(=O)C(Cl)=O.[OH:11][CH2:12][CH2:13][CH2:14][CH2:15][N:16]1[C:24](=[O:25])[C:23]2[C:18](=[CH:19][CH:20]=[CH:21][CH:22]=2)[C:17]1=[O:26].C(N(CC)CC)C.[Cl-].[Na+], predict the reaction product. (5) Given the reactants [NH:1]1[CH2:7][CH2:6][CH2:5][CH2:4][CH:3]([CH2:8][NH:9][C:10]([C:12]2[S:16][C:15]([C:17]3[CH:22]=[CH:21][C:20]([Cl:23])=[CH:19][CH:18]=3)=[N:14][C:13]=2[CH3:24])=[O:11])[CH2:2]1.F[C:26]1[CH:35]=[CH:34][CH:33]=[CH:32][C:27]=1[C:28]([O:30][CH3:31])=[O:29], predict the reaction product. The product is: [Cl:23][C:20]1[CH:21]=[CH:22][C:17]([C:15]2[S:16][C:12]([C:10]([NH:9][CH2:8][CH:3]3[CH2:4][CH2:5][CH2:6][CH2:7][N:1]([C:26]4[CH:35]=[CH:34][CH:33]=[CH:32][C:27]=4[C:28]([O:30][CH3:31])=[O:29])[CH2:2]3)=[O:11])=[C:13]([CH3:24])[N:14]=2)=[CH:18][CH:19]=1. (6) Given the reactants [CH2:1]([N:8]1[C:12]2=[C:13]([N:20]3[CH2:29][CH2:28][C:27]4[C:22](=[CH:23][CH:24]=[CH:25][CH:26]=4)[CH2:21]3)[N:14]=[C:15]([C:17]([OH:19])=[O:18])[CH:16]=[C:11]2[C:10]([CH3:30])=[C:9]1[CH3:31])[C:2]1[CH:7]=[CH:6][CH:5]=[CH:4][CH:3]=1.[H-].[Na+:33], predict the reaction product. The product is: [Na+:33].[CH2:1]([N:8]1[C:12]2=[C:13]([N:20]3[CH2:29][CH2:28][C:27]4[C:22](=[CH:23][CH:24]=[CH:25][CH:26]=4)[CH2:21]3)[N:14]=[C:15]([C:17]([O-:19])=[O:18])[CH:16]=[C:11]2[C:10]([CH3:30])=[C:9]1[CH3:31])[C:2]1[CH:3]=[CH:4][CH:5]=[CH:6][CH:7]=1.